The task is: Predict the product of the given reaction.. This data is from Forward reaction prediction with 1.9M reactions from USPTO patents (1976-2016). (1) Given the reactants [F:1][C:2]([F:34])([F:33])[C:3]1[CH:8]=[C:7]([C:9]([F:12])([F:11])[F:10])[CH:6]=[CH:5][C:4]=1[C:13]1[CH:14]=[C:15]([CH2:29][C:30]([OH:32])=[O:31])[CH:16]=[CH:17][C:18]=1[C:19]1[CH:24]=[CH:23][C:22]([C:25]([F:28])([F:27])[F:26])=[CH:21][CH:20]=1.Br[CH2:36][CH2:37][CH3:38], predict the reaction product. The product is: [F:1][C:2]([F:33])([F:34])[C:3]1[CH:8]=[C:7]([C:9]([F:10])([F:11])[F:12])[CH:6]=[CH:5][C:4]=1[C:13]1[CH:14]=[C:15]([CH:29]([CH2:36][CH2:37][CH3:38])[C:30]([OH:32])=[O:31])[CH:16]=[CH:17][C:18]=1[C:19]1[CH:20]=[CH:21][C:22]([C:25]([F:26])([F:27])[F:28])=[CH:23][CH:24]=1. (2) Given the reactants [Cl:1][C:2]1[CH:7]=[CH:6][C:5]([C:8]2[N:9]([CH2:23][C@H:24]([OH:29])[C:25]([F:28])([F:27])[F:26])[C:10](=[O:22])[N:11]([CH2:13][C:14]3[N:18]=[C:17]([CH:19]([OH:21])[CH3:20])[NH:16][N:15]=3)[N:12]=2)=[CH:4][CH:3]=1.[Cl:30][C:31]1[CH:36]=[CH:35][CH:34]=[CH:33][C:32]=1B(O)O.B(O)O, predict the reaction product. The product is: [Cl:1][C:2]1[CH:3]=[CH:4][C:5]([C:8]2[N:9]([CH2:23][C@H:24]([OH:29])[C:25]([F:26])([F:28])[F:27])[C:10](=[O:22])[N:11]([CH2:13][C:14]3[N:18]=[C:17]([CH:19]([OH:21])[CH3:20])[N:16]([C:32]4[CH:33]=[CH:34][CH:35]=[CH:36][C:31]=4[Cl:30])[N:15]=3)[N:12]=2)=[CH:6][CH:7]=1.